From a dataset of Forward reaction prediction with 1.9M reactions from USPTO patents (1976-2016). Predict the product of the given reaction. (1) Given the reactants [Na].Cl[CH2:3][CH2:4][C:5]([NH:7][C:8]1[CH:13]=[C:12]([NH:14][C:15](=[O:19])[CH2:16][CH2:17]Cl)[CH:11]=[CH:10][C:9]=1[S:20]([OH:23])(=[O:22])=[O:21])=[O:6].[OH-].[Na+], predict the reaction product. The product is: [C:5]([NH:7][C:8]1[CH:13]=[C:12]([NH:14][C:15](=[O:19])[CH:16]=[CH2:17])[CH:11]=[CH:10][C:9]=1[S:20]([OH:23])(=[O:21])=[O:22])(=[O:6])[CH:4]=[CH2:3]. (2) Given the reactants [CH:1]1([C:4]2[CH:5]=[C:6]([C:14]#[C:15][Si](C(C)C)(C(C)C)C(C)C)[CH:7]=[CH:8][C:9]=2[O:10][CH:11]([F:13])[F:12])[CH2:3][CH2:2]1.[F-].C([N+](CCCC)(CCCC)CCCC)CCC, predict the reaction product. The product is: [CH:1]1([C:4]2[CH:5]=[C:6]([C:14]#[CH:15])[CH:7]=[CH:8][C:9]=2[O:10][CH:11]([F:12])[F:13])[CH2:3][CH2:2]1. (3) Given the reactants C[O:2][C:3]1[CH:8]=[CH:7][C:6]([C:9]2[CH:10]=[C:11]([C:17]#[N:18])[C:12](=[O:16])[NH:13][C:14]=2[CH3:15])=[CH:5][CH:4]=1.B(Br)(Br)Br.[Cl-].[NH4+], predict the reaction product. The product is: [OH:2][C:3]1[CH:4]=[CH:5][C:6]([C:9]2[CH:10]=[C:11]([C:17]#[N:18])[C:12](=[O:16])[NH:13][C:14]=2[CH3:15])=[CH:7][CH:8]=1. (4) Given the reactants [Cl:1][C:2]1[CH:7]=[C:6]([F:8])[CH:5]=[CH:4][C:3]=1[S:9]([NH:12][CH2:13][CH2:14][CH2:15][CH2:16][NH:17][C:18]([C@@H:20]([NH:25][C:26]([C:28]1[CH:37]=[CH:36][CH:35]=[C:34]2[C:29]=1[CH2:30][CH2:31][N:32](C(OC(C)(C)C)=O)[CH2:33]2)=[O:27])[CH2:21][CH:22]([CH3:24])[CH3:23])=[O:19])(=[O:11])=[O:10].Cl, predict the reaction product. The product is: [Cl:1][C:2]1[CH:7]=[C:6]([F:8])[CH:5]=[CH:4][C:3]=1[S:9]([NH:12][CH2:13][CH2:14][CH2:15][CH2:16][NH:17][C:18]([C@@H:20]([NH:25][C:26]([C:28]1[C:29]2[CH2:30][CH2:31][NH:32][CH2:33][C:34]=2[CH:35]=[CH:36][CH:37]=1)=[O:27])[CH2:21][CH:22]([CH3:24])[CH3:23])=[O:19])(=[O:11])=[O:10]. (5) Given the reactants C(C1C(C)=CC(N)=C(N)C=1)C.[CH2:12]([C:14]1[C:31](C)=[CH:30][C:17]2[NH:18][C:19]([C:21]3[C:29]4[C:24](=[CH:25][CH:26]=[CH:27][CH:28]=4)[NH:23][N:22]=3)=[N:20][C:16]=2[CH:15]=1)[CH3:13], predict the reaction product. The product is: [CH2:12]([C:14]1[CH:31]=[CH:30][C:17]2[NH:18][C:19]([C:21]3[C:29]4[C:24](=[CH:25][CH:26]=[CH:27][CH:28]=4)[NH:23][N:22]=3)=[N:20][C:16]=2[CH:15]=1)[CH3:13]. (6) Given the reactants Cl[C:2]1[C:7]([C:8]([C:10]2[C:15]([CH:16]=[CH2:17])=[CH:14][CH:13]=[C:12]([O:18][CH3:19])[C:11]=2[F:20])=[O:9])=[CH:6][C:5]([Cl:21])=[CH:4][N:3]=1.[CH:22]([B-](F)(F)F)=[CH2:23].[K+], predict the reaction product. The product is: [Cl:21][C:5]1[CH:6]=[C:7]([C:8]([C:10]2[C:15]([CH:16]=[CH2:17])=[CH:14][CH:13]=[C:12]([O:18][CH3:19])[C:11]=2[F:20])=[O:9])[C:2]([CH:22]=[CH2:23])=[N:3][CH:4]=1. (7) Given the reactants Br[C@@H:2]([O:5][C:6]1[CH:11]=[CH:10][C:9]([F:12])=[CH:8][CH:7]=1)[CH2:3]C.[C-:13]#[N:14].[K+].[CH3:16]S(C)=O, predict the reaction product. The product is: [F:12][C:9]1[CH:8]=[CH:7][C:6]([O:5][C@H:2]([CH3:3])[CH2:16][C:13]#[N:14])=[CH:11][CH:10]=1. (8) Given the reactants [N:1]1([C:6]2[CH:13]=[CH:12][C:9]([CH:10]=O)=[CH:8][CH:7]=2)[CH:5]=[CH:4][CH:3]=[N:2]1.[CH3:14][CH:15]([CH3:31])[C:16]([NH:18][C:19]1[CH:24]=[CH:23][CH:22]=[C:21]([CH:25]2[CH2:30][CH2:29][NH:28][CH2:27][CH2:26]2)[CH:20]=1)=[O:17], predict the reaction product. The product is: [CH3:14][CH:15]([CH3:31])[C:16]([NH:18][C:19]1[CH:24]=[CH:23][CH:22]=[C:21]([CH:25]2[CH2:30][CH2:29][N:28]([CH2:10][C:9]3[CH:12]=[CH:13][C:6]([N:1]4[CH:5]=[CH:4][CH:3]=[N:2]4)=[CH:7][CH:8]=3)[CH2:27][CH2:26]2)[CH:20]=1)=[O:17]. (9) Given the reactants [C:1]([C:3]1[CH:4]=[C:5]([CH:9]=[C:10]([CH2:12][N:13]2[CH:17]=[CH:16][N:15]=[CH:14]2)[CH:11]=1)[C:6]([O-:8])=[O:7])#[N:2].[OH-].[Li+], predict the reaction product. The product is: [C:1]([C:3]1[CH:4]=[C:5]([CH:9]=[C:10]([CH2:12][N:13]2[CH:17]=[CH:16][N:15]=[CH:14]2)[CH:11]=1)[C:6]([OH:8])=[O:7])#[N:2]. (10) Given the reactants [C:1]([Cl:4])(=[O:3])[CH3:2].Cl.[NH2:6][CH2:7][C:8]([CH3:14])([CH3:13])[CH2:9][C:10](O)=[O:11], predict the reaction product. The product is: [ClH:4].[CH2:1]([O:3][C:10](=[O:11])[CH2:9][C:8]([CH3:14])([CH3:13])[CH2:7][NH2:6])[CH3:2].